Dataset: Full USPTO retrosynthesis dataset with 1.9M reactions from patents (1976-2016). Task: Predict the reactants needed to synthesize the given product. (1) Given the product [C:18]([S@:21]([N:23]=[CH:1][C:3]12[N:9]([C:10]([O:12][C:13]([CH3:16])([CH3:15])[CH3:14])=[O:11])[CH:6]([CH2:7][CH2:8]1)[CH2:5][CH2:4]2)=[O:22])([CH3:20])([CH3:19])[CH3:17], predict the reactants needed to synthesize it. The reactants are: [CH:1]([C:3]12[N:9]([C:10]([O:12][C:13]([CH3:16])([CH3:15])[CH3:14])=[O:11])[CH:6]([CH2:7][CH2:8]1)[CH2:5][CH2:4]2)=O.[CH3:17][C:18]([S@:21]([NH2:23])=[O:22])([CH3:20])[CH3:19]. (2) Given the product [CH2:1]([O:8][C:9]([NH:11][C@H:12]([C:16]([O:18][C:19]1[CH:20]=[C:21]([CH:27]=[CH:28][CH:29]=1)[C:22]([O:24][CH2:25][I:30])=[O:23])=[O:17])[CH:13]([CH3:15])[CH3:14])=[O:10])[C:2]1[CH:7]=[CH:6][CH:5]=[CH:4][CH:3]=1, predict the reactants needed to synthesize it. The reactants are: [CH2:1]([O:8][C:9]([NH:11][C@H:12]([C:16]([O:18][C:19]1[CH:20]=[C:21]([CH:27]=[CH:28][CH:29]=1)[C:22]([O:24][CH2:25]Cl)=[O:23])=[O:17])[CH:13]([CH3:15])[CH3:14])=[O:10])[C:2]1[CH:7]=[CH:6][CH:5]=[CH:4][CH:3]=1.[I-:30].[Na+]. (3) Given the product [CH2:1]([O:3][C:4](=[O:27])[C@@H:5]([O:24][CH2:25][CH3:26])[CH2:6][C:7]1[CH:12]=[CH:11][C:10]([O:13][C:14]([C:17]([OH:19])=[O:18])([CH3:15])[CH3:16])=[CH:9][CH:8]=1)[CH3:2], predict the reactants needed to synthesize it. The reactants are: [CH2:1]([O:3][C:4](=[O:27])[C@@H:5]([O:24][CH2:25][CH3:26])[CH2:6][C:7]1[CH:12]=[CH:11][C:10]([O:13][C:14]([C:17]([O:19]C(C)(C)C)=[O:18])([CH3:16])[CH3:15])=[CH:9][CH:8]=1)[CH3:2].C(OC(=O)[C@@H](OC)CC1C=CC(OCC(O)=O)=CC=1)C. (4) Given the product [Cl:20][C:21]1[C:29]2[NH:28][N:27]=[CH:26][C:25]=2[C:24]2[CH2:30][N:31]([CH2:56][C:57]([CH3:60])([CH3:59])[CH3:58])[C:32](=[O:55])[C@H:33]([CH2:35][C:36]([N:17]3[CH2:18][CH2:19][CH:14]([C:9]4[C:10](=[O:13])[NH:11][C:12]5[C:7]([CH:8]=4)=[CH:6][CH:5]=[CH:4][C:3]=5[F:2])[CH2:15][CH2:16]3)=[O:54])[CH2:34][C:23]=2[CH:22]=1, predict the reactants needed to synthesize it. The reactants are: Cl.[F:2][C:3]1[CH:4]=[CH:5][CH:6]=[C:7]2[C:12]=1[NH:11][C:10](=[O:13])[C:9]([CH:14]1[CH2:19][CH2:18][NH:17][CH2:16][CH2:15]1)=[CH:8]2.[Cl:20][C:21]1[C:29]2[NH:28][N:27]=[CH:26][C:25]=2[C:24]2[CH2:30][N:31]([CH2:56][C:57]([CH3:60])([CH3:59])[CH3:58])[C:32](=[O:55])[C@H:33]([CH2:35][C:36](=[O:54])N3CCC(N4CC5C(=CC=CC=5)NC4=O)CC3)[CH2:34][C:23]=2[CH:22]=1. (5) Given the product [CH3:27][C:28]1[C:32]([C:2]2[CH:26]=[CH:25][C:5]3[N:6]=[C:7]([NH:9][C:10]([N:12]4[CH2:17][CH2:16][C:15](=[CH:18][C:19]5[CH:24]=[CH:23][CH:22]=[CH:21][N:20]=5)[CH2:14][CH2:13]4)=[O:11])[S:8][C:4]=3[CH:3]=2)=[C:31]([CH3:42])[O:30][N:29]=1, predict the reactants needed to synthesize it. The reactants are: Br[C:2]1[CH:26]=[CH:25][C:5]2[N:6]=[C:7]([NH:9][C:10]([N:12]3[CH2:17][CH2:16][C:15](=[CH:18][C:19]4[CH:24]=[CH:23][CH:22]=[CH:21][N:20]=4)[CH2:14][CH2:13]3)=[O:11])[S:8][C:4]=2[CH:3]=1.[CH3:27][C:28]1[C:32](B2OC(C)(C)C(C)(C)O2)=[C:31]([CH3:42])[O:30][N:29]=1.CC(C)([O-])C.[Na+].[Cl-].[NH4+]. (6) Given the product [CH2:1]([O:3][C:4]([C:6]1[C:14]2[C:9](=[N:10][CH:11]=[C:12]([C:21]3[CH:22]=[C:23]([O:27][CH3:28])[C:24]([O:25][CH3:26])=[C:19]([O:18][CH3:17])[CH:20]=3)[N:13]=2)[NH:8][C:7]=1[CH3:16])=[O:5])[CH3:2], predict the reactants needed to synthesize it. The reactants are: [CH2:1]([O:3][C:4]([C:6]1[C:14]2[C:9](=[N:10][CH:11]=[C:12](Br)[N:13]=2)[NH:8][C:7]=1[CH3:16])=[O:5])[CH3:2].[CH3:17][O:18][C:19]1[CH:20]=[C:21](B(O)O)[CH:22]=[C:23]([O:27][CH3:28])[C:24]=1[O:25][CH3:26].C([O-])([O-])=O.[K+].[K+].